Dataset: Reaction yield outcomes from USPTO patents with 853,638 reactions. Task: Predict the reaction yield, written as a fraction of the theoretical maximum amount of product (1.0 means a 100% yield; for example, 0.34 means a 34% yield). (1) The product is [CH2:12]([C:10]1[CH:11]=[C:6]([C:4]([OH:5])=[O:3])[C:7](=[O:25])[N:8]([C:15]2[CH:20]=[CH:19][CH:18]=[C:17]([C:21]([F:23])([F:24])[F:22])[CH:16]=2)[C:9]=1[CH3:14])[CH3:13]. The catalyst is C1COCC1.O. The yield is 1.00. The reactants are C([O:3][C:4]([C:6]1[C:7](=[O:25])[N:8]([C:15]2[CH:20]=[CH:19][CH:18]=[C:17]([C:21]([F:24])([F:23])[F:22])[CH:16]=2)[C:9]([CH3:14])=[C:10]([CH2:12][CH3:13])[CH:11]=1)=[O:5])C.[OH-].[Na+]. (2) The catalyst is C(#N)C. The product is [F:32][CH:28]([F:33])[O:2][C:3]1[C:8]([CH:9]2[CH2:10][CH2:11][N:12]([CH:15]3[CH2:21][CH2:20][CH2:19][N:18]([C:22]([O:24][CH2:25][CH3:26])=[O:23])[CH2:17][CH2:16]3)[CH2:13][CH2:14]2)=[CH:7][CH:6]=[CH:5][N:4]=1. The reactants are Cl.[OH:2][C:3]1[C:8]([CH:9]2[CH2:14][CH2:13][N:12]([CH:15]3[CH2:21][CH2:20][CH2:19][N:18]([C:22]([O:24][CH2:25][CH3:26])=[O:23])[CH2:17][CH2:16]3)[CH2:11][CH2:10]2)=[CH:7][CH:6]=[CH:5][N:4]=1.Cl[C:28]([F:33])([F:32])C([O-])=O.[Na+]. The yield is 0.140. (3) The reactants are [NH2:1][C:2]1[N:7]=[CH:6][C:5]([CH:8]=[CH:9][C:10]([N:12]([CH3:24])[CH2:13][C:14]2[N:15]([CH3:23])[C:16]3[C:21]([CH:22]=2)=[CH:20][CH:19]=[CH:18][CH:17]=3)=[O:11])=[CH:4][CH:3]=1.[C:25]1(=O)[O:30][C:28](=[O:29])[CH2:27][CH2:26]1. The catalyst is O1CCOCC1. The product is [O:29]=[C:28]1[CH2:27][CH2:26][C:25](=[O:30])[N:1]1[C:2]1[N:7]=[CH:6][C:5](/[CH:8]=[CH:9]/[C:10]([N:12]([CH3:24])[CH2:13][C:14]2[N:15]([CH3:23])[C:16]3[C:21]([CH:22]=2)=[CH:20][CH:19]=[CH:18][CH:17]=3)=[O:11])=[CH:4][CH:3]=1. The yield is 0.760. (4) The reactants are C(#N)C.Cl[C:5]1[N:10]=[C:9]([CH3:11])[N:8]=[C:7]([NH:12][C:13]2[S:14][C:15]([C:18]([NH:20][C:21]3[C:26]([CH3:27])=[CH:25][CH:24]=[CH:23][C:22]=3[Cl:28])=[O:19])=[CH:16][N:17]=2)[CH:6]=1.[OH:29][CH2:30][CH2:31][N:32]1[CH2:37][CH2:36][NH:35][CH2:34][CH2:33]1.C(N(CC)CC)C. The catalyst is CCCC[N+](CCCC)(CCCC)CCCC.[Br-].O. The product is [CH3:27][C:26]1[CH:25]=[CH:24][CH:23]=[C:22]([Cl:28])[C:21]=1[NH:20][C:18]([C:15]1[S:14][C:13]([NH:12][C:7]2[CH:6]=[C:5]([N:35]3[CH2:36][CH2:37][N:32]([CH2:31][CH2:30][OH:29])[CH2:33][CH2:34]3)[N:10]=[C:9]([CH3:11])[N:8]=2)=[N:17][CH:16]=1)=[O:19].[OH2:19]. The yield is -0.970. (5) The reactants are [CH:1]([NH:4][C:5]([C:7]1[C:15]2[C:10](=[N:11][CH:12]=[C:13]([C:16]3[C:24]4[C:19](=[CH:20][CH:21]=[C:22]([O:25][Si:26]([C:29]([CH3:32])([CH3:31])[CH3:30])([CH3:28])[CH3:27])[CH:23]=4)[N:18]([CH3:33])[N:17]=3)[N:14]=2)[N:9](COCC[Si](C)(C)C)[CH:8]=1)=[O:6])([CH3:3])[CH3:2].FC(F)(F)C(O)=O.C(N)CN. The catalyst is ClCCl. The product is [CH:1]([NH:4][C:5]([C:7]1[C:15]2[C:10](=[N:11][CH:12]=[C:13]([C:16]3[C:24]4[C:19](=[CH:20][CH:21]=[C:22]([O:25][Si:26]([C:29]([CH3:30])([CH3:32])[CH3:31])([CH3:28])[CH3:27])[CH:23]=4)[N:18]([CH3:33])[N:17]=3)[N:14]=2)[NH:9][CH:8]=1)=[O:6])([CH3:3])[CH3:2]. The yield is 0.700. (6) The reactants are C(=O)([O-])[O-].[K+].[K+].F[C:8]1[CH:13]=[CH:12][CH:11]=[CH:10][C:9]=1[N+:14]([O-:16])=[O:15].CS(C)=O.Cl.[NH2:22][CH:23]([C:40]([CH3:43])([CH3:42])[CH3:41])[C:24]([N:26]1[CH2:35][CH2:34][C:33]2[C:28](=[CH:29][C:30]([O:38][CH3:39])=[C:31]([O:36][CH3:37])[CH:32]=2)[CH2:27]1)=[O:25]. The catalyst is C(OCC)C. The product is [CH3:37][O:36][C:31]1[CH:32]=[C:33]2[C:28](=[CH:29][C:30]=1[O:38][CH3:39])[CH2:27][N:26]([C:24](=[O:25])[C@@H:23]([NH:22][C:8]1[CH:13]=[CH:12][CH:11]=[CH:10][C:9]=1[N+:14]([O-:16])=[O:15])[C:40]([CH3:41])([CH3:43])[CH3:42])[CH2:35][CH2:34]2. The yield is 0.270.